From a dataset of Forward reaction prediction with 1.9M reactions from USPTO patents (1976-2016). Predict the product of the given reaction. (1) Given the reactants [Cl:1][C:2]1[CH:7]=[CH:6][C:5]([S:8]([CH2:11][C:12]2[CH:17]=[C:16]([F:18])[CH:15]=[CH:14][C:13]=2[F:19])(=[O:10])=[O:9])=[CH:4][CH:3]=1.[CH3:20]N(CN(C)C)C.C(OC(=O)C)(=O)C.O, predict the reaction product. The product is: [Cl:1][C:2]1[CH:7]=[CH:6][C:5]([S:8]([C:11]([C:12]2[CH:17]=[C:16]([F:18])[CH:15]=[CH:14][C:13]=2[F:19])=[CH2:20])(=[O:10])=[O:9])=[CH:4][CH:3]=1. (2) Given the reactants [OH:1][C:2]1[C:12]2[CH2:11][CH2:10][N:9]([C:13](=[O:18])[C:14]([F:17])([F:16])[F:15])[CH2:8][CH2:7][C:6]=2[CH:5]=[CH:4][CH:3]=1.S(Cl)([Cl:22])(=O)=O.Cl, predict the reaction product. The product is: [Cl:22][C:3]1[CH:4]=[CH:5][C:6]2[CH2:7][CH2:8][N:9]([C:13](=[O:18])[C:14]([F:17])([F:15])[F:16])[CH2:10][CH2:11][C:12]=2[C:2]=1[OH:1].